This data is from Forward reaction prediction with 1.9M reactions from USPTO patents (1976-2016). The task is: Predict the product of the given reaction. Given the reactants [NH2:1][C:2]1[CH:3]=[C:4]([C:13]2([OH:30])[C:21]3[C:16](=[CH:17][CH:18]=[CH:19][CH:20]=3)[C:15](=[O:22])[N:14]2[CH2:23][C:24]2[CH:29]=[CH:28][CH:27]=[CH:26][CH:25]=2)[CH:5]=[CH:6][C:7]=1[NH:8][C:9]([CH3:12])([CH3:11])[CH3:10].[N:31]#[C:32]Br, predict the reaction product. The product is: [NH2:31][C:32]1[N:8]([C:9]([CH3:12])([CH3:11])[CH3:10])[C:7]2[CH:6]=[CH:5][C:4]([C:13]3([OH:30])[C:21]4[C:16](=[CH:17][CH:18]=[CH:19][CH:20]=4)[C:15](=[O:22])[N:14]3[CH2:23][C:24]3[CH:25]=[CH:26][CH:27]=[CH:28][CH:29]=3)=[CH:3][C:2]=2[N:1]=1.